The task is: Predict the product of the given reaction.. This data is from Forward reaction prediction with 1.9M reactions from USPTO patents (1976-2016). (1) The product is: [N:1]1([CH:5]2[CH:14]([CH2:15][C:16]3[CH:17]=[CH:18][CH:19]=[CH:20][CH:21]=3)[C:13]3[CH:12]=[C:11]([CH2:22][NH:23][S:30]([C:28]4[N:27]=[CH:26][N:25]([CH3:24])[CH:29]=4)(=[O:32])=[O:31])[CH:10]=[CH:9][C:8]=3[CH2:7][CH2:6]2)[CH2:4][CH2:3][CH2:2]1. Given the reactants [N:1]1([CH:5]2[CH:14]([CH2:15][C:16]3[CH:21]=[CH:20][CH:19]=[CH:18][CH:17]=3)[C:13]3[CH:12]=[C:11]([CH2:22][NH2:23])[CH:10]=[CH:9][C:8]=3[CH2:7][CH2:6]2)[CH2:4][CH2:3][CH2:2]1.[CH3:24][N:25]1[CH:29]=[C:28]([S:30](Cl)(=[O:32])=[O:31])[N:27]=[CH:26]1, predict the reaction product. (2) Given the reactants CC1C=N[C:5]2[C:6]3[O:15][C@@H:14]([CH2:16]OS(C4C=CC(Br)=CC=4)(=O)=O)[CH2:13][O:12][C:7]=3[CH:8]=[CH:9][C:10]=2C=1.[NH:28]1[CH2:31][CH:30]([CH2:32][C:33]2[C:41]3[C:36](=[CH:37][CH:38]=[C:39]([F:42])[CH:40]=3)[NH:35][CH:34]=2)[CH2:29]1.C([N:45]([CH2:48][CH3:49])[CH2:46][CH3:47])C, predict the reaction product. The product is: [F:42][C:39]1[CH:40]=[C:41]2[C:36](=[CH:37][CH:38]=1)[NH:35][CH:34]=[C:33]2[CH2:32][CH:30]1[CH2:31][N:28]([CH2:16][CH:14]2[O:15][C:6]3=[C:5]4[C:46](=[CH:47][CH:8]=[C:7]3[O:12][CH2:13]2)[N:45]=[C:48]([CH3:49])[CH:9]=[CH:10]4)[CH2:29]1. (3) The product is: [NH2:30][N:20]1[C:21]([C:22]#[N:23])=[C:17]([C:14]2[CH:15]=[CH:16][C:11]([NH:10][C:8]([O:7][C:3]([CH3:6])([CH3:5])[CH3:4])=[O:9])=[C:12]([F:29])[CH:13]=2)[C:18]([C:24]([O:26][CH2:27][CH3:28])=[O:25])=[CH:19]1. Given the reactants [H-].[Na+].[C:3]([O:7][C:8]([NH:10][C:11]1[CH:16]=[CH:15][C:14]([C:17]2[C:18]([C:24]([O:26][CH2:27][CH3:28])=[O:25])=[CH:19][NH:20][C:21]=2[C:22]#[N:23])=[CH:13][C:12]=1[F:29])=[O:9])([CH3:6])([CH3:5])[CH3:4].[NH2:30]OP(=O)(C1C=CC=CC=1)C1C=CC=CC=1, predict the reaction product.